This data is from Catalyst prediction with 721,799 reactions and 888 catalyst types from USPTO. The task is: Predict which catalyst facilitates the given reaction. (1) Reactant: [CH3:1][N:2]([CH3:26])[CH2:3][C:4]([NH:6][CH2:7][C:8]1([C:14]2[CH:19]=[CH:18][CH:17]=[C:16]([C:20]3[CH:21]=[N:22][N:23]([CH3:25])[CH:24]=3)[CH:15]=2)[CH2:13][CH2:12][NH:11][CH2:10][CH2:9]1)=[O:5].Cl[C:28]1[N:36]=[CH:35][N:34]=[C:33]2[C:29]=1[NH:30][CH:31]=[N:32]2.C(N(CC)CC)C. Product: [CH3:1][N:2]([CH3:26])[CH2:3][C:4]([NH:6][CH2:7][C:8]1([C:14]2[CH:19]=[CH:18][CH:17]=[C:16]([C:20]3[CH:21]=[N:22][N:23]([CH3:25])[CH:24]=3)[CH:15]=2)[CH2:13][CH2:12][N:11]([C:28]2[N:36]=[CH:35][N:34]=[C:33]3[C:29]=2[N:30]=[CH:31][NH:32]3)[CH2:10][CH2:9]1)=[O:5]. The catalyst class is: 51. (2) Reactant: [CH:1]1([Mg]Br)[CH2:5][CH2:4][CH2:3][CH2:2]1.N1C=CC=CC=1S[C:15](=[O:24])[CH2:16][CH2:17][C:18]1[CH2:23][CH2:22][CH2:21][CH2:20][CH:19]=1. Product: [C:18]1([CH2:17][CH2:16][C:15]([CH:1]2[CH2:5][CH2:4][CH2:3][CH2:2]2)=[O:24])[CH2:23][CH2:22][CH2:21][CH2:20][CH:19]=1. The catalyst class is: 332. (3) Reactant: [C:1]([C:5]1[CH:46]=[CH:45][C:8]([CH2:9][O:10][C:11]2[CH:16]=[CH:15][CH:14]=[CH:13][C:12]=2/[CH:17]=[CH:18]/[CH:19]([CH2:31][CH2:32][C:33]2[CH:38]=[CH:37][C:36]([C:39]3[NH:43][C:42](=[O:44])[O:41][N:40]=3)=[CH:35][CH:34]=2)[CH2:20][C:21]2[CH:30]=[CH:29][C:24]([C:25]([O:27]C)=[O:26])=[CH:23][CH:22]=2)=[CH:7][CH:6]=1)([CH3:4])([CH3:3])[CH3:2].[OH-].[Li+].C(OCC)C.Cl. Product: [C:1]([C:5]1[CH:6]=[CH:7][C:8]([CH2:9][O:10][C:11]2[CH:16]=[CH:15][CH:14]=[CH:13][C:12]=2/[CH:17]=[CH:18]/[CH:19]([CH2:31][CH2:32][C:33]2[CH:38]=[CH:37][C:36]([C:39]3[NH:43][C:42](=[O:44])[O:41][N:40]=3)=[CH:35][CH:34]=2)[CH2:20][C:21]2[CH:30]=[CH:29][C:24]([C:25]([OH:27])=[O:26])=[CH:23][CH:22]=2)=[CH:45][CH:46]=1)([CH3:4])([CH3:2])[CH3:3]. The catalyst class is: 20. (4) Reactant: [CH2:1]([O:3][C:4](=[O:15])[CH:5]([CH2:11][CH:12]([CH3:14])[CH3:13])[C:6]([O:8][CH2:9][CH3:10])=[O:7])[CH3:2].[H-].[Na+].[F:18][C:19]1[CH:24]=[C:23](F)[CH:22]=[CH:21][C:20]=1[N+:26]([O-:28])=[O:27]. Product: [CH2:1]([O:3][C:4](=[O:15])[C:5]([C:23]1[CH:22]=[CH:21][C:20]([N+:26]([O-:28])=[O:27])=[C:19]([F:18])[CH:24]=1)([CH2:11][CH:12]([CH3:13])[CH3:14])[C:6]([O:8][CH2:9][CH3:10])=[O:7])[CH3:2]. The catalyst class is: 3. (5) Reactant: [CH3:1][NH:2][C:3]([C:5]1[N:6]=[CH:7][C:8]([CH2:11][C:12]2[CH:29]=[CH:28][C:15]3[CH2:16][CH2:17][N:18](C(OC(C)(C)C)=O)[CH2:19][CH2:20][C:14]=3[CH:13]=2)=[N:9][CH:10]=1)=[O:4].FC(F)(F)C(O)=O. Product: [CH3:1][NH:2][C:3]([C:5]1[CH:10]=[N:9][C:8]([CH2:11][C:12]2[CH:29]=[CH:28][C:15]3[CH2:16][CH2:17][NH:18][CH2:19][CH2:20][C:14]=3[CH:13]=2)=[CH:7][N:6]=1)=[O:4]. The catalyst class is: 4. (6) Reactant: [C:1]([C:3]1[CH:43]=[CH:42][C:6]2[N:7]([CH2:28][C:29]3[C:38]4[C:33](=[CH:34][CH:35]=[CH:36][CH:37]=4)[N:32]=[CH:31][C:30]=3[CH:39]3[CH2:41][CH2:40]3)[C:8](=[O:27])[C@@H:9]([NH:13][C:14](=[O:26])[C@@H:15]([N:17]([CH3:25])[C:18](=[O:24])[O:19][C:20]([CH3:23])([CH3:22])[CH3:21])[CH3:16])[C@H:10]([CH3:12])[NH:11][C:5]=2[CH:4]=1)#[N:2].N1C=CC=CC=1.[C:50](Cl)(=[O:52])[CH3:51]. Product: [C:50]([N:11]1[C@@H:10]([CH3:12])[C@H:9]([NH:13][C:14](=[O:26])[C@@H:15]([N:17]([CH3:25])[C:18](=[O:24])[O:19][C:20]([CH3:23])([CH3:21])[CH3:22])[CH3:16])[C:8](=[O:27])[N:7]([CH2:28][C:29]2[C:38]3[C:33](=[CH:34][CH:35]=[CH:36][CH:37]=3)[N:32]=[CH:31][C:30]=2[CH:39]2[CH2:40][CH2:41]2)[C:6]2[CH:42]=[CH:43][C:3]([C:1]#[N:2])=[CH:4][C:5]1=2)(=[O:52])[CH3:51]. The catalyst class is: 34. (7) Reactant: [C:1]([O:5][C:6](=[O:19])[NH:7][CH2:8][C@@H:9]1[CH2:11][C@H:10]1[C:12]1[CH:17]=[CH:16][C:15](Br)=[CH:14][CH:13]=1)([CH3:4])([CH3:3])[CH3:2].C([O-])([O-])=O.[K+].[K+].[F:26][C:27]1[CH:32]=[CH:31][C:30](B(O)O)=[CH:29][CH:28]=1. Product: [C:1]([O:5][C:6](=[O:19])[NH:7][CH2:8][C@@H:9]1[CH2:11][C@H:10]1[C:12]1[CH:17]=[CH:16][C:15]([C:30]2[CH:31]=[CH:32][C:27]([F:26])=[CH:28][CH:29]=2)=[CH:14][CH:13]=1)([CH3:4])([CH3:3])[CH3:2]. The catalyst class is: 564.